From a dataset of Forward reaction prediction with 1.9M reactions from USPTO patents (1976-2016). Predict the product of the given reaction. (1) Given the reactants [C:1]([O:5][C:6]([N:8]1[CH2:13][CH2:12][CH:11]([NH2:14])[CH:10]([F:15])[CH2:9]1)=[O:7])([CH3:4])([CH3:3])[CH3:2].C(=O)([O-])O.[Na+].[CH:21]1[CH:26]=[CH:25][C:24]([CH2:27][O:28][C:29](Cl)=[O:30])=[CH:23][CH:22]=1, predict the reaction product. The product is: [C:1]([O:5][C:6]([N:8]1[CH2:13][CH2:12][CH:11]([NH:14][C:29]([O:28][CH2:27][C:24]2[CH:25]=[CH:26][CH:21]=[CH:22][CH:23]=2)=[O:30])[CH:10]([F:15])[CH2:9]1)=[O:7])([CH3:4])([CH3:2])[CH3:3]. (2) Given the reactants [NH:1]1[CH2:4][CH:3]([C:5]2[CH:6]=[CH:7][C:8]3[O:17][CH2:16][CH2:15][C:14]4[N:10]([N:11]=[C:12]([C:18]5[N:19]([CH:23]([CH3:25])[CH3:24])[N:20]=[CH:21][N:22]=5)[CH:13]=4)[C:9]=3[CH:26]=2)[CH2:2]1.Br[CH2:28][C:29]([NH2:31])=[O:30].CO, predict the reaction product. The product is: [CH:23]([N:19]1[C:18]([C:12]2[CH:13]=[C:14]3[N:10]([C:9]4[CH:26]=[C:5]([CH:3]5[CH2:2][N:1]([CH2:28][C:29]([NH2:31])=[O:30])[CH2:4]5)[CH:6]=[CH:7][C:8]=4[O:17][CH2:16][CH2:15]3)[N:11]=2)=[N:22][CH:21]=[N:20]1)([CH3:24])[CH3:25]. (3) Given the reactants [CH3:1][S:2]1(=[O:13])[C:7]2[CH:8]=[CH:9][CH:10]=[CH:11][C:6]=2[N:5]=[C:4]([CH3:12])[N:3]=1.[N+:14]([O-])([O-:16])=[O:15].[K+].C([O-])([O-])=O.[K+].[K+], predict the reaction product. The product is: [CH3:1][S:2]1(=[O:13])[C:7]2[CH:8]=[C:9]([N+:14]([O-:16])=[O:15])[CH:10]=[CH:11][C:6]=2[N:5]=[C:4]([CH3:12])[N:3]=1.